Dataset: HIV replication inhibition screening data with 41,000+ compounds from the AIDS Antiviral Screen. Task: Binary Classification. Given a drug SMILES string, predict its activity (active/inactive) in a high-throughput screening assay against a specified biological target. (1) The molecule is COC(=O)C1(Cc2ccccc2)Cc2c(C)ccc(C)c2C1=O. The result is 0 (inactive). (2) The result is 0 (inactive). The molecule is CC(C)C1CCC2(COC(=O)CC(C)(C)CC(=O)O)CCC3(C)C(CCC4C5(C)CCC(OC(=O)CC(C)(C)CC(=O)O)C(C)(C)C5CCC43C)C12. (3) The compound is COc1ccc2[nH]cc(C3C4CCC(C4)C3NCc3cccc(CNC4C5CCC(C5)C4c4c[nH]c5ccc(OC)cc45)c3)c2c1. The result is 0 (inactive). (4) The molecule is COc1ccc(C=C2C(=O)NC(=O)c3ccccc32)cc1OC. The result is 0 (inactive). (5) The molecule is Cc1c(C(=O)CC(=NO)C(=O)Nc2cc(Cl)c(Cl)cc2Cl)[n+]([O-])c2ccccc2[n+]1[O-]. The result is 0 (inactive). (6) The molecule is CN(Cc1cnc2nc(N)nc(N)c2n1)c1ccc(C(=O)NC(CCC(=O)NCCC(P(=O)(O)O)P(=O)(O)O)C(=O)O)cc1.[NaH]. The result is 0 (inactive). (7) The compound is NCCCn1c(Cl)nc2ccccc21. The result is 0 (inactive). (8) The compound is COc1cccc2c1[OH+][U-5](=O)(=O)(O)(O)[O+]=C2. The result is 0 (inactive).